From a dataset of Peptide-MHC class I binding affinity with 185,985 pairs from IEDB/IMGT. Regression. Given a peptide amino acid sequence and an MHC pseudo amino acid sequence, predict their binding affinity value. This is MHC class I binding data. (1) The peptide sequence is ESIDDAAGE. The MHC is HLA-A26:03 with pseudo-sequence HLA-A26:03. The binding affinity (normalized) is 0.0847. (2) The peptide sequence is FHLRSRFAF. The MHC is HLA-B40:01 with pseudo-sequence HLA-B40:01. The binding affinity (normalized) is 0.0847. (3) The peptide sequence is VVDKYFDCY. The MHC is HLA-A29:02 with pseudo-sequence HLA-A29:02. The binding affinity (normalized) is 0.548. (4) The peptide sequence is MHYKLDEVL. The MHC is HLA-A24:03 with pseudo-sequence HLA-A24:03. The binding affinity (normalized) is 0.0847.